From a dataset of Forward reaction prediction with 1.9M reactions from USPTO patents (1976-2016). Predict the product of the given reaction. (1) The product is: [CH2:2]([C:4]1[S:24][C:7]2[N:8]=[C:9]([S:18][CH2:19][C:20]([O:22][CH3:23])=[O:21])[N:10]=[C:11]([N:12]3[CH2:17][CH2:16][N:15]([C:44]([C:34]4[C:43]5[C:38](=[CH:39][CH:40]=[CH:41][CH:42]=5)[CH:37]=[CH:36][CH:35]=4)=[O:45])[CH2:14][CH2:13]3)[C:6]=2[CH:5]=1)[CH3:3]. Given the reactants Cl.[CH2:2]([C:4]1[S:24][C:7]2[N:8]=[C:9]([S:18][CH2:19][C:20]([O:22][CH3:23])=[O:21])[N:10]=[C:11]([N:12]3[CH2:17][CH2:16][NH:15][CH2:14][CH2:13]3)[C:6]=2[CH:5]=1)[CH3:3].C(N(C(C)C)CC)(C)C.[C:34]1([C:44](Cl)=[O:45])[C:43]2[C:38](=[CH:39][CH:40]=[CH:41][CH:42]=2)[CH:37]=[CH:36][CH:35]=1, predict the reaction product. (2) Given the reactants [Cl:1][C:2]1[C:27]([Cl:28])=[CH:26][CH:25]=[CH:24][C:3]=1[CH2:4][N:5]1[C:10](=[O:11])[C:9]([C:12](O)=[O:13])=[CH:8][N:7]([C:15]2[CH:20]=[CH:19][C:18]([O:21][CH3:22])=[CH:17][CH:16]=2)[C:6]1=[O:23].Cl.[CH3:30][O:31][C:32](=[O:36])[CH2:33][CH2:34][NH2:35].CN(C(ON1N=NC2C=CC=CC1=2)=[N+](C)C)C.[B-](F)(F)(F)F.CN1CCOCC1, predict the reaction product. The product is: [Cl:1][C:2]1[C:27]([Cl:28])=[CH:26][CH:25]=[CH:24][C:3]=1[CH2:4][N:5]1[C:10](=[O:11])[C:9]([C:12]([NH:35][CH2:34][CH2:33][C:32]([O:31][CH3:30])=[O:36])=[O:13])=[CH:8][N:7]([C:15]2[CH:16]=[CH:17][C:18]([O:21][CH3:22])=[CH:19][CH:20]=2)[C:6]1=[O:23].